Dataset: Peptide-MHC class II binding affinity with 134,281 pairs from IEDB. Task: Regression. Given a peptide amino acid sequence and an MHC pseudo amino acid sequence, predict their binding affinity value. This is MHC class II binding data. (1) The MHC is DRB1_1301 with pseudo-sequence DRB1_1301. The binding affinity (normalized) is 0.451. The peptide sequence is TMAEVRLAAMFFCAVKK. (2) The peptide sequence is CAKSMSLFEVDQTKI. The MHC is DRB1_0301 with pseudo-sequence DRB1_0301. The binding affinity (normalized) is 0.305. (3) The peptide sequence is HGLDVKFHTQAFSAH. The MHC is HLA-DQA10601-DQB10402 with pseudo-sequence HLA-DQA10601-DQB10402. The binding affinity (normalized) is 0.522.